From a dataset of Full USPTO retrosynthesis dataset with 1.9M reactions from patents (1976-2016). Predict the reactants needed to synthesize the given product. Given the product [Cl-:1].[CH2:11]([N+:13]([CH2:18][C:10]1[CH:9]=[CH:8][CH:7]=[CH:6][C:5]=1[CH:4]=[CH2:3])([CH2:16][CH3:17])[CH2:14][CH3:15])[CH3:12], predict the reactants needed to synthesize it. The reactants are: [Cl:1]C[CH:3]=[CH:4][C:5]1[CH:10]=[CH:9][CH:8]=[CH:7][CH:6]=1.[CH2:11]([N:13]([CH2:16][CH3:17])[CH2:14][CH3:15])[CH3:12].[CH3:18]C(C)=O.